This data is from Full USPTO retrosynthesis dataset with 1.9M reactions from patents (1976-2016). The task is: Predict the reactants needed to synthesize the given product. (1) Given the product [Si:47]([O:10][C@@H:9]1[C@@H:11]([CH2:12][OH:13])[O:14][C@@H:7]([N:6]2[CH:15]=[C:2]([F:1])[C:3](=[O:17])[NH:4][C:5]2=[O:16])[CH2:8]1)([C:50]([CH3:53])([CH3:52])[CH3:51])([CH3:49])[CH3:48], predict the reactants needed to synthesize it. The reactants are: [F:1][C:2]1[C:3](=[O:17])[NH:4][C:5](=[O:16])[N:6]([CH:15]=1)[C@@H:7]1[O:14][C@H:11]([CH2:12][OH:13])[C@@H:9]([OH:10])[CH2:8]1.C(Cl)(C1C=CC=CC=1)(C1C=CC(OC)=CC=1)C1C=CC(OC)=CC=1.N1C=CN=C1.[Si:47](Cl)([C:50]([CH3:53])([CH3:52])[CH3:51])([CH3:49])[CH3:48]. (2) Given the product [CH:1]1([C:7]([NH:48][C:49]2[CH:50]=[C:51]([CH2:55][CH2:56][CH2:57][NH:58][C:59](=[O:65])[O:60][C:61]([CH3:63])([CH3:62])[CH3:64])[CH:52]=[CH:53][CH:54]=2)=[O:9])[CH2:2][CH2:3][CH2:4][CH2:5][CH2:6]1, predict the reactants needed to synthesize it. The reactants are: [CH:1]1([C:7]([OH:9])=O)[CH2:6][CH2:5][CH2:4][CH2:3][CH2:2]1.CN(C(ON1N=NC2C=CC=CC1=2)=[N+](C)C)C.[B-](F)(F)(F)F.C(N(C(C)C)C(C)C)C.C1(C[NH:48][C:49]2[CH:50]=[C:51]([CH2:55][CH2:56][CH2:57][NH:58][C:59](=[O:65])[O:60][C:61]([CH3:64])([CH3:63])[CH3:62])[CH:52]=[CH:53][CH:54]=2)CCCCC1. (3) Given the product [C:6]([NH2:15])(=[O:7])[C:5]1[CH:9]=[CH:10][CH:2]=[CH:3][CH:4]=1, predict the reactants needed to synthesize it. The reactants are: F[C:2]1[CH:10]=[CH:9][C:5]([C:6](O)=[O:7])=[CH:4][C:3]=1[N+]([O-])=O.O[N:15]1C2C=CC=CC=2N=N1.CN(C=O)C.C(N=C=NC(C)C)(C)C. (4) The reactants are: C[O:2][C:3]([C:5]1[CH:13]=[C:12]2[C:8]([C:9]([CH:35]3[CH2:40][CH2:39][CH2:38][CH2:37][CH2:36]3)=[C:10]([C:18]3[CH:19]=[C:20]4[C:25](=[CH:26][CH:27]=3)[N:24]=[C:23]([C:28]3[S:32][C:31]([CH3:33])=[N:30][C:29]=3[CH3:34])[CH:22]=[CH:21]4)[N:11]2[CH2:14][C:15](O)=[O:16])=[CH:7][CH:6]=1)=[O:4].COC(C1C=C2C(C(C3CCCCC3)=C(C3C=C4C(=CC=3)N=C(C3SC(C)=NC=3C)C=C4)[N:51]2[CH2:54][C:55](=[O:59])N(C)C)=CC=1)=O.CNC.NCC(N)=[O:89]. Given the product [C:55]([CH2:54][NH:51][C:15]([CH2:14][N:11]1[C:12]2[C:8](=[CH:7][CH:6]=[C:5]([C:3]([OH:2])=[O:4])[CH:13]=2)[C:9]([CH:35]2[CH2:40][CH2:39][CH2:38][CH2:37][CH2:36]2)=[C:10]1[C:18]1[CH:19]=[C:20]2[C:25](=[CH:26][CH:27]=1)[N:24]=[C:23]([C:28]1[S:32][C:31]([CH3:33])=[N:30][C:29]=1[CH3:34])[CH:22]=[CH:21]2)=[O:16])([OH:59])=[O:89], predict the reactants needed to synthesize it. (5) Given the product [CH3:18][O:17][C:12]1[CH:11]=[C:10]2[C:15]([CH:16]=[C:7]([C:5]3[CH:4]=[CH:3][N:38]=[C:36]([NH:35][CH3:34])[N:37]=3)[CH:8]=[C:9]2[N:19]2[CH2:20][CH2:21][N:22]([C:25]([O:27][C:28]([CH3:30])([CH3:31])[CH3:29])=[O:26])[CH2:23][CH2:24]2)=[CH:14][CH:13]=1, predict the reactants needed to synthesize it. The reactants are: CN(C)/[CH:3]=[CH:4]/[C:5]([C:7]1[CH:8]=[C:9]([N:19]2[CH2:24][CH2:23][N:22]([C:25]([O:27][C:28]([CH3:31])([CH3:30])[CH3:29])=[O:26])[CH2:21][CH2:20]2)[C:10]2[C:15]([CH:16]=1)=[CH:14][CH:13]=[C:12]([O:17][CH3:18])[CH:11]=2)=O.Cl.[CH3:34][N:35](N)[C:36]([NH2:38])=[NH:37].[O-]CC.[Na+].